The task is: Predict the reactants needed to synthesize the given product.. This data is from Full USPTO retrosynthesis dataset with 1.9M reactions from patents (1976-2016). (1) The reactants are: [Br:1][C:2]1[C:3](Cl)=[N:4][CH:5]=[C:6]([N+:8]([O-:10])=[O:9])[CH:7]=1.[CH3:12][O-:13].[Na+]. Given the product [Br:1][C:2]1[C:3]([O:13][CH3:12])=[N:4][CH:5]=[C:6]([N+:8]([O-:10])=[O:9])[CH:7]=1, predict the reactants needed to synthesize it. (2) Given the product [ClH:28].[Cl:28][C:23]1[CH:22]=[C:21]([NH:20][C:11]2[C:10]3[C:15](=[CH:16][C:17]([O:18][CH3:19])=[C:8]([NH:7][C:5](=[O:6])/[CH:4]=[CH:3]/[CH2:2][N:30]4[CH2:31][C:32]5([CH2:35][CH2:34][CH2:33]5)[CH2:29]4)[CH:9]=3)[N:14]=[CH:13][N:12]=2)[CH:26]=[CH:25][C:24]=1[F:27], predict the reactants needed to synthesize it. The reactants are: Br[CH2:2]/[CH:3]=[CH:4]/[C:5]([NH:7][C:8]1[CH:9]=[C:10]2[C:15](=[CH:16][C:17]=1[O:18][CH3:19])[N:14]=[CH:13][N:12]=[C:11]2[NH:20][C:21]1[CH:26]=[CH:25][C:24]([F:27])=[C:23]([Cl:28])[CH:22]=1)=[O:6].[CH2:29]1[C:32]2([CH2:35][CH2:34][CH2:33]2)[CH2:31][NH:30]1.C(=O)([O-])[O-].[K+].[K+].O. (3) Given the product [Cl:1][C:2]1[CH:3]=[CH:4][C:5]([N:10]2[CH2:20][CH2:19][C:13]3[N:14]=[CH:15][N:16]=[C:17]([NH:21][C@@H:22]([C:25]4[CH:26]=[N:27][C:28]([C:31]([F:34])([F:32])[F:33])=[CH:29][CH:30]=4)[CH2:23][OH:24])[C:12]=3[CH2:11]2)=[C:6]([CH:9]=1)[C:7]#[N:8], predict the reactants needed to synthesize it. The reactants are: [Cl:1][C:2]1[CH:3]=[CH:4][C:5]([N:10]2[CH2:20][CH2:19][C:13]3[N:14]=[CH:15][N:16]=[C:17](Cl)[C:12]=3[CH2:11]2)=[C:6]([CH:9]=1)[C:7]#[N:8].[NH2:21][C@@H:22]([C:25]1[CH:26]=[N:27][C:28]([C:31]([F:34])([F:33])[F:32])=[CH:29][CH:30]=1)[CH2:23][OH:24].C(N(CC)C(C)C)(C)C.